Dataset: Forward reaction prediction with 1.9M reactions from USPTO patents (1976-2016). Task: Predict the product of the given reaction. (1) Given the reactants FC(F)(F)C(O)=O.[CH3:8][N:9]([CH2:32][CH2:33][NH:34][CH3:35])[C:10]([C:12]1[CH:13]=[C:14]2[C:22](=[CH:23][CH:24]=1)[N:21]([CH3:25])[C:20]1[CH2:19][CH2:18][CH:17]([CH:26]3[CH2:31][CH2:30][O:29][CH2:28][CH2:27]3)[CH2:16][C:15]2=1)=[O:11].C(N(CC)C(C)C)(C)C.[CH:45]1([N:48]=[C:49]=[S:50])[CH2:47][CH2:46]1, predict the reaction product. The product is: [CH:45]1([NH:48][C:49](=[S:50])[N:34]([CH2:33][CH2:32][N:9]([CH3:8])[C:10]([C:12]2[CH:13]=[C:14]3[C:22](=[CH:23][CH:24]=2)[N:21]([CH3:25])[C:20]2[CH2:19][CH2:18][CH:17]([CH:26]4[CH2:27][CH2:28][O:29][CH2:30][CH2:31]4)[CH2:16][C:15]3=2)=[O:11])[CH3:35])[CH2:47][CH2:46]1. (2) The product is: [NH2:55][C@H:52]1[C@H:51]([F:56])[CH2:50][O:49][C@H:48]([C:47]2[N:46]([CH3:57])[N:45]=[CH:44][C:43]=2[NH:42][C:40]([C:28]2[N:29]=[C:30]([C:32]3[CH:37]=[CH:36][C:35]([CH3:2])=[CH:34][C:33]=3[F:39])[S:31][CH:27]=2)=[O:41])[CH2:54][CH2:53]1. Given the reactants F[C@H:2]1[C@H](NC(=O)OC(C)(C)C)CC[C@@H](C2N(C)N=CC=2[N+]([O-])=O)OC1.N[C:27]1[S:31][C:30]([C:32]2[C:37](F)=[CH:36][CH:35]=[CH:34][C:33]=2[F:39])=[N:29][C:28]=1[C:40]([NH:42][C:43]1[CH:44]=[N:45][N:46]([CH3:57])[C:47]=1[CH:48]1[CH2:54][CH2:53][C@H:52]([NH2:55])[C@H:51]([F:56])[CH2:50][O:49]1)=[O:41], predict the reaction product. (3) Given the reactants [CH:1]1([CH2:4][CH2:5][NH:6][C:7]([C:9]2[N:10]=[N:11][C:12](Cl)=[CH:13][CH:14]=2)=[O:8])[CH2:3][CH2:2]1.[NH:16]1[CH2:21][CH2:20][NH:19][CH2:18][CH2:17]1, predict the reaction product. The product is: [CH:1]1([CH2:4][CH2:5][NH:6][C:7]([C:9]2[N:10]=[N:11][C:12]([N:16]3[CH2:21][CH2:20][NH:19][CH2:18][CH2:17]3)=[CH:13][CH:14]=2)=[O:8])[CH2:3][CH2:2]1. (4) Given the reactants [NH2:1][C:2]1[S:3][C:4]([C:12]2[CH:17]=[CH:16][C:15]([F:18])=[CH:14][CH:13]=2)=[CH:5][C:6]=1[C:7]([O:9]CC)=O.[C:19](#[N:21])[CH3:20].Cl, predict the reaction product. The product is: [F:18][C:15]1[CH:14]=[CH:13][C:12]([C:4]2[S:3][C:2]3[N:1]=[C:19]([CH3:20])[NH:21][C:7](=[O:9])[C:6]=3[CH:5]=2)=[CH:17][CH:16]=1. (5) Given the reactants [Cl:1][C:2]1[CH:7]=[CH:6][C:5]([C:8]2[CH:9]=[CH:10][C:11]3[N:12]([C:14]([C:17]([OH:19])=O)=[CH:15][N:16]=3)[CH:13]=2)=[CH:4][CH:3]=1.O[NH:21][C:22]([C:24]1[S:25][C:26]([S:29](=[O:32])(=[O:31])[NH2:30])=[CH:27][CH:28]=1)=[NH:23], predict the reaction product. The product is: [Cl:1][C:2]1[CH:3]=[CH:4][C:5]([C:8]2[CH:9]=[CH:10][C:11]3[N:12]([C:14]([C:17]4[O:19][N:23]=[C:22]([C:24]5[S:25][C:26]([S:29]([NH2:30])(=[O:32])=[O:31])=[CH:27][CH:28]=5)[N:21]=4)=[CH:15][N:16]=3)[CH:13]=2)=[CH:6][CH:7]=1.